From a dataset of Full USPTO retrosynthesis dataset with 1.9M reactions from patents (1976-2016). Predict the reactants needed to synthesize the given product. Given the product [C:1]([S:4][CH2:5][CH2:6][NH:7][C:8](=[O:51])[CH2:9][CH2:10][NH:11][C:12](=[O:50])[C@H:13]([OH:49])[C:14]([CH3:47])([CH3:48])[CH2:15][O:16][P:17]([OH:46])(=[O:45])[O:18][P:19]([OH:44])(=[O:43])[O:20][CH2:21][C@H:22]1[O:26][C@@H:25]([N:27]2[C:36]3[N:35]=[CH:34][N:33]=[C:31]([NH2:32])[C:30]=3[N:29]=[CH:28]2)[C@H:24]([OH:37])[C@@H:23]1[O:38][P:39]([OH:42])([OH:41])=[O:40])(=[O:3])[CH2:2][C:53]([OH:54])=[O:52], predict the reactants needed to synthesize it. The reactants are: [C:1]([S:4][CH2:5][CH2:6][NH:7][C:8](=[O:51])[CH2:9][CH2:10][NH:11][C:12](=[O:50])[C@H:13]([OH:49])[C:14]([CH3:48])([CH3:47])[CH2:15][O:16][P:17]([OH:46])(=[O:45])[O:18][P:19]([OH:44])(=[O:43])[O:20][CH2:21][C@H:22]1[O:26][C@@H:25]([N:27]2[C:36]3[N:35]=[CH:34][N:33]=[C:31]([NH2:32])[C:30]=3[N:29]=[CH:28]2)[C@H:24]([OH:37])[C@@H:23]1[O:38][P:39]([OH:42])([OH:41])=[O:40])(=[O:3])[CH3:2].[OH:52][C:53](CCCC[C@H]1[C@@H]2[C@@H](NC(N2)=O)CS1)=[O:54].